This data is from Forward reaction prediction with 1.9M reactions from USPTO patents (1976-2016). The task is: Predict the product of the given reaction. (1) Given the reactants Br[C:2]1[CH:3]=[C:4]([NH2:20])[C:5]2[CH:6]=[N:7][N:8]([S:11]([C:14]3[CH:19]=[CH:18][CH:17]=[CH:16][CH:15]=3)(=[O:13])=[O:12])[C:9]=2[CH:10]=1.CC1(C)C(C)(C)OB([C:29]2[CH:37]=[CH:36][CH:35]=[C:34]3[C:30]=2[CH:31]=[CH:32][NH:33]3)O1.C(=O)([O-])[O-].[Na+].[Na+], predict the reaction product. The product is: [NH:33]1[C:34]2[C:30](=[C:29]([C:2]3[CH:3]=[C:4]([NH2:20])[C:5]4[CH:6]=[N:7][N:8]([S:11]([C:14]5[CH:19]=[CH:18][CH:17]=[CH:16][CH:15]=5)(=[O:13])=[O:12])[C:9]=4[CH:10]=3)[CH:37]=[CH:36][CH:35]=2)[CH:31]=[CH:32]1. (2) Given the reactants [CH3:1][C:2]([CH3:5])([O-])[CH3:3].[K+].[OH:7][C:8]1[C:13]([O:14][CH3:15])=[C:12]([O:16][CH3:17])[N:11]([CH2:18][C:19]2[CH:24]=[CH:23][C:22]([O:25][CH3:26])=[CH:21][CH:20]=2)[C:10](=[O:27])[C:9]=1[C:28](=[O:31])[CH2:29][CH3:30].BrCC(C)=C, predict the reaction product. The product is: [CH3:30][CH:29]([CH2:3][C:2]([CH3:5])=[CH2:1])[C:28]([C:9]1[C:10](=[O:27])[N:11]([CH2:18][C:19]2[CH:24]=[CH:23][C:22]([O:25][CH3:26])=[CH:21][CH:20]=2)[C:12]([O:16][CH3:17])=[C:13]([O:14][CH3:15])[C:8]=1[OH:7])=[O:31]. (3) Given the reactants [CH3:1][O:2][C:3]1[C:11]([O:12][CH3:13])=[CH:10][C:9]([C:14]2[O:22][C:21]3[C:16](=[N:17][CH:18]=[CH:19][C:20]=3[C:23]3[CH:28]=[CH:27][CH:26]=[CH:25][CH:24]=3)[CH:15]=2)=[CH:8][C:4]=1[C:5]([OH:7])=O.[NH2:29][C:30]([CH3:34])([CH3:33])[CH2:31][OH:32], predict the reaction product. The product is: [OH:32][CH2:31][C:30]([NH:29][C:5](=[O:7])[C:4]1[CH:8]=[C:9]([C:14]2[O:22][C:21]3[C:16](=[N:17][CH:18]=[CH:19][C:20]=3[C:23]3[CH:24]=[CH:25][CH:26]=[CH:27][CH:28]=3)[CH:15]=2)[CH:10]=[C:11]([O:12][CH3:13])[C:3]=1[O:2][CH3:1])([CH3:34])[CH3:33]. (4) Given the reactants Cl[C:2]1[CH:3]=[CH:4][C:5](OCCCCCCC)=[C:6]([CH:32]=1)[C:7]([NH:9][C@@H:10]([CH2:14][C:15]1[CH:20]=[CH:19][C:18]([C:21]2[CH:26]=[CH:25][C:24](OC(F)(F)F)=[CH:23][CH:22]=2)=[CH:17][CH:16]=1)[C:11]([OH:13])=[O:12])=[O:8].[Cl:41][C:42]1[CH:43]=[C:44](B(O)O)[CH:45]=[CH:46][C:47]=1[F:48], predict the reaction product. The product is: [C:18]1([C:21]2[CH:22]=[CH:23][CH:24]=[CH:25][CH:26]=2)[CH:19]=[CH:20][C:15]([CH2:14][C@H:10]([NH:9][C:7]([C:6]2[CH:5]=[CH:4][C:3]([C:44]3[CH:45]=[CH:46][C:47]([F:48])=[C:42]([Cl:41])[CH:43]=3)=[CH:2][CH:32]=2)=[O:8])[C:11]([OH:13])=[O:12])=[CH:16][CH:17]=1. (5) The product is: [CH3:9][NH:10][C:1]([CH2:2][O:3][CH2:4][C:5]([OH:7])=[O:6])=[O:8]. Given the reactants [C:1]1(=[O:8])[O:7][C:5](=[O:6])[CH2:4][O:3][CH2:2]1.[CH3:9][NH2:10], predict the reaction product. (6) Given the reactants C(OC([N:8]1[CH2:13][CH2:12][CH:11]([C:14]([C:17]2[N:18]([CH3:43])[C:19]3[C:24]([N:25]=2)=[C:23]([N:26]2[CH2:31][CH2:30][O:29][CH2:28][CH2:27]2)[N:22]=[C:21]([N:32]2[C:36]4[CH:37]=[CH:38][CH:39]=[CH:40][C:35]=4[N:34]=[C:33]2[CH2:41][CH3:42])[N:20]=3)([OH:16])[CH3:15])[CH2:10][CH2:9]1)=O)(C)(C)C.C(O)(C(F)(F)F)=O, predict the reaction product. The product is: [CH2:41]([C:33]1[N:32]([C:21]2[N:20]=[C:19]3[C:24]([N:25]=[C:17]([C:14]([CH:11]4[CH2:12][CH2:13][NH:8][CH2:9][CH2:10]4)([OH:16])[CH3:15])[N:18]3[CH3:43])=[C:23]([N:26]3[CH2:31][CH2:30][O:29][CH2:28][CH2:27]3)[N:22]=2)[C:36]2[CH:37]=[CH:38][CH:39]=[CH:40][C:35]=2[N:34]=1)[CH3:42]. (7) The product is: [F:37][C:26]1[CH:25]=[C:24]([N:23]([CH2:22][C:18]2[CH:17]=[C:16]([C:12]3[C:13]([CH3:15])=[CH:14][C:9]([OH:8])=[CH:10][C:11]=3[CH3:50])[CH:21]=[CH:20][CH:19]=2)[S:38]([C:41]2[CH:46]=[CH:45][CH:44]=[CH:43][C:42]=2[N+:47]([O-:49])=[O:48])(=[O:39])=[O:40])[CH:29]=[CH:28][C:27]=1[CH2:30][CH2:31][C:32]([O:34][CH2:35][CH3:36])=[O:33]. Given the reactants [Si]([O:8][C:9]1[CH:14]=[C:13]([CH3:15])[C:12]([C:16]2[CH:21]=[CH:20][CH:19]=[C:18]([CH2:22][N:23]([S:38]([C:41]3[CH:46]=[CH:45][CH:44]=[CH:43][C:42]=3[N+:47]([O-:49])=[O:48])(=[O:40])=[O:39])[C:24]3[CH:29]=[CH:28][C:27]([CH2:30][CH2:31][C:32]([O:34][CH2:35][CH3:36])=[O:33])=[C:26]([F:37])[CH:25]=3)[CH:17]=2)=[C:11]([CH3:50])[CH:10]=1)(C(C)(C)C)(C)C.[F-].C([N+](CCCC)(CCCC)CCCC)CCC, predict the reaction product.